The task is: Predict the reaction yield, written as a fraction of the theoretical maximum amount of product (1.0 means a 100% yield; for example, 0.34 means a 34% yield).. This data is from Reaction yield outcomes from USPTO patents with 853,638 reactions. (1) The reactants are [S:1]1[C:5]([C@H:6]([OH:19])/[CH:7]=[CH:8]/[C@@H:9]2[C@@H:16]3[C@@H:12]([O:13][C:14](=[O:17])[CH2:15]3)[CH2:11][C@H:10]2[OH:18])=[CH:4][C:3]2[CH:20]=[CH:21][CH:22]=[CH:23][C:2]1=2.[O:24]1[CH:29]=[CH:28][CH2:27][CH2:26][CH2:25]1.[C:44]1(C)[CH:45]=[CH:46]C(S([O-])(=[O:37])=[O:37])=[CH:42][CH:43]=1.[NH+]1[CH:46]=[CH:45][CH:44]=[CH:43][CH:42]=1. The catalyst is C(Cl)Cl. The product is [S:1]1[C:5]([C@H:6]([O:19][CH:46]2[CH2:45][CH2:44][CH2:43][CH2:42][O:37]2)/[CH:7]=[CH:8]/[C@@H:9]2[C@@H:16]3[C@@H:12]([O:13][C:14](=[O:17])[CH2:15]3)[CH2:11][C@H:10]2[O:18][CH:29]2[CH2:28][CH2:27][CH2:26][CH2:25][O:24]2)=[CH:4][C:3]2[CH:20]=[CH:21][CH:22]=[CH:23][C:2]1=2. The yield is 0.870. (2) The reactants are [OH-].C[N+](C)(C)C.[NH2:7][C:8]1([C:14]([OH:16])=[O:15])[CH2:13][CH2:12][CH2:11][CH2:10][CH2:9]1.[CH3:17][C:18]([O:21][C:22](O[C:22]([O:21][C:18]([CH3:20])([CH3:19])[CH3:17])=[O:23])=[O:23])([CH3:20])[CH3:19]. The catalyst is CC#N. The product is [C:18]([O:21][C:22]([NH:7][C:8]1([C:14]([OH:16])=[O:15])[CH2:13][CH2:12][CH2:11][CH2:10][CH2:9]1)=[O:23])([CH3:20])([CH3:19])[CH3:17]. The yield is 0.370.